This data is from NCI-60 drug combinations with 297,098 pairs across 59 cell lines. The task is: Regression. Given two drug SMILES strings and cell line genomic features, predict the synergy score measuring deviation from expected non-interaction effect. (1) Drug 1: CC(CN1CC(=O)NC(=O)C1)N2CC(=O)NC(=O)C2. Drug 2: CCN(CC)CCCC(C)NC1=C2C=C(C=CC2=NC3=C1C=CC(=C3)Cl)OC. Cell line: COLO 205. Synergy scores: CSS=77.4, Synergy_ZIP=3.83, Synergy_Bliss=2.35, Synergy_Loewe=5.42, Synergy_HSA=7.24. (2) Drug 1: C1CCC(C1)C(CC#N)N2C=C(C=N2)C3=C4C=CNC4=NC=N3. Drug 2: COC1=C(C=C2C(=C1)N=CN=C2NC3=CC(=C(C=C3)F)Cl)OCCCN4CCOCC4. Cell line: HOP-92. Synergy scores: CSS=32.4, Synergy_ZIP=-3.71, Synergy_Bliss=7.92, Synergy_Loewe=6.63, Synergy_HSA=10.0.